This data is from Forward reaction prediction with 1.9M reactions from USPTO patents (1976-2016). The task is: Predict the product of the given reaction. (1) Given the reactants Cl[C:2]1[C:11]2[C:6](=[CH:7][CH:8]=[C:9]([C:12]3[CH:17]=[CH:16][C:15]([F:18])=[CH:14][CH:13]=3)[CH:10]=2)[N:5]=[CH:4][N:3]=1.[CH:19]1([NH2:22])[CH2:21][CH2:20]1, predict the reaction product. The product is: [CH:19]1([NH:22][C:2]2[C:11]3[C:6](=[CH:7][CH:8]=[C:9]([C:12]4[CH:17]=[CH:16][C:15]([F:18])=[CH:14][CH:13]=4)[CH:10]=3)[N:5]=[CH:4][N:3]=2)[CH2:21][CH2:20]1. (2) Given the reactants [CH:1]1([CH3:11])[CH2:6][CH2:5][CH:4]([CH:7]([CH3:9])[CH3:8])[C:3](=[O:10])[CH2:2]1.[C:12]([OH:17])(=[O:16])[C@H:13]([CH3:15])O.CC1C=CC(S(O)(=O)=O)=CC=1, predict the reaction product. The product is: [CH:7]([C@@H:4]1[CH2:5][CH2:6][C@@H:1]([CH3:11])[CH2:2][C:3]21[O:17][C:12](=[O:16])[C@H:13]([CH3:15])[O:10]2)([CH3:8])[CH3:9]. (3) Given the reactants Br[C:2]1[CH:3]=[C:4]([CH3:9])[CH:5]=[C:6](Br)[CH:7]=1.C([Sn](CCCC)(CCCC)[N:15]1[CH:24]=[CH:23][C:22]2[C:17](=[CH:18][CH:19]=[CH:20][CH:21]=2)[CH2:16]1)CCC.[Cl-].[Li+].[F-].[K+], predict the reaction product. The product is: [C:9]1([C:19]2[CH:18]=[C:17]([CH3:16])[CH:22]=[C:21]([C:16]3[C:17]4[C:22](=[CH:21][CH:20]=[CH:19][CH:18]=4)[CH:23]=[CH:24][N:15]=3)[CH:20]=2)[C:4]2[C:3](=[CH:2][CH:7]=[CH:6][CH:5]=2)[CH:23]=[CH:24][N:15]=1. (4) Given the reactants [Si:1]([O:18][CH2:19][C@@H:20]([OH:27])[CH2:21][CH2:22][C:23]1(O)[CH2:25][CH2:24]1)([C:14]([CH3:17])([CH3:16])[CH3:15])([C:8]1[CH:13]=[CH:12][CH:11]=[CH:10][CH:9]=1)[C:2]1[CH:7]=[CH:6][CH:5]=[CH:4][CH:3]=1.C1C=CC(P(C2C=CC=CC=2)C2C=CC=CC=2)=CC=1.N(C(OC(C)C)=O)=NC(OC(C)C)=O, predict the reaction product. The product is: [CH2:24]1[C:23]2([CH2:22][CH2:21][C@H:20]([CH2:19][O:18][Si:1]([C:14]([CH3:15])([CH3:17])[CH3:16])([C:2]3[CH:3]=[CH:4][CH:5]=[CH:6][CH:7]=3)[C:8]3[CH:13]=[CH:12][CH:11]=[CH:10][CH:9]=3)[O:27]2)[CH2:25]1. (5) Given the reactants FC(F)(F)C(OC(=O)C(F)(F)F)=O.[Cl:14][C:15]1[CH:45]=[CH:44][C:18]([CH2:19][O:20][C:21]2[CH:26]=[CH:25][N:24]([C:27]3[CH:28]=[CH:29][C:30]4[N:34]=[C:33]([CH:35]5[CH2:37][CH:36]5[C:38]([NH2:40])=O)[N:32]([CH3:41])[C:31]=4[CH:42]=3)[C:23](=[O:43])[CH:22]=2)=[CH:17][CH:16]=1.N1C=CC=CC=1, predict the reaction product. The product is: [Cl:14][C:15]1[CH:45]=[CH:44][C:18]([CH2:19][O:20][C:21]2[CH:26]=[CH:25][N:24]([C:27]3[CH:28]=[CH:29][C:30]4[N:34]=[C:33]([CH:35]5[CH2:37][CH:36]5[C:38]#[N:40])[N:32]([CH3:41])[C:31]=4[CH:42]=3)[C:23](=[O:43])[CH:22]=2)=[CH:17][CH:16]=1. (6) Given the reactants [F:1][C@H:2]([C@H:4]1[CH2:8][O:7][C:6](=[O:9])[N:5]1[C:10]1[CH:15]=[CH:14][N:13]=[C:12](F)[N:11]=1)[CH3:3].[F:17][C:18]1[CH:23]=[CH:22][C:21]([C:24]2[CH:25]=[N:26][C:27]([C@@H:30]([NH2:32])[CH3:31])=[N:28][CH:29]=2)=[CH:20][C:19]=1[CH3:33].CCN(C(C)C)C(C)C.O, predict the reaction product. The product is: [F:17][C:18]1[CH:23]=[CH:22][C:21]([C:24]2[CH:29]=[N:28][C:27]([C@@H:30]([NH:32][C:12]3[N:11]=[C:10]([N:5]4[C@@H:4]([C@@H:2]([F:1])[CH3:3])[CH2:8][O:7][C:6]4=[O:9])[CH:15]=[CH:14][N:13]=3)[CH3:31])=[N:26][CH:25]=2)=[CH:20][C:19]=1[CH3:33].